From a dataset of Forward reaction prediction with 1.9M reactions from USPTO patents (1976-2016). Predict the product of the given reaction. (1) Given the reactants [H-].[Al+3].[Li+].[H-].[H-].[H-].[Cl-].[Al+3].[Cl-].[Cl-].[CH2:11]([C:13]1[N:23]([CH2:24][C:25]2[CH:30]=[CH:29][C:28]([NH:31][CH2:32][CH:33]3[CH2:38][CH2:37][C:36](=[O:39])[CH2:35][CH2:34]3)=[CH:27][CH:26]=2)[C:16]2=[N:17][C:18]([CH3:22])=[CH:19][C:20]([CH3:21])=[C:15]2[N:14]=1)[CH3:12].[OH-].[Na+], predict the reaction product. The product is: [CH2:11]([C:13]1[N:23]([CH2:24][C:25]2[CH:26]=[CH:27][C:28]([NH:31][CH2:32][C@H:33]3[CH2:34][CH2:35][C@H:36]([OH:39])[CH2:37][CH2:38]3)=[CH:29][CH:30]=2)[C:16]2=[N:17][C:18]([CH3:22])=[CH:19][C:20]([CH3:21])=[C:15]2[N:14]=1)[CH3:12]. (2) The product is: [Br:1][C:2]1[CH:3]=[C:4]([CH2:18][CH2:19][C:20]([O:22][CH2:23][CH3:24])=[O:21])[CH:5]=[C:6]([O:16][CH3:17])[C:7]=1[OH:8]. Given the reactants [Br:1][C:2]1[CH:3]=[C:4]([CH2:18][CH2:19][C:20]([O:22][CH2:23][CH3:24])=[O:21])[CH:5]=[C:6]([O:16][CH3:17])[C:7]=1[O:8][Si](C(C)(C)C)(C)C.[F-].C([N+](CCCC)(CCCC)CCCC)CCC.C(=O)([O-])O.[Na+], predict the reaction product. (3) Given the reactants [C:1](=[O:4])([O-])[OH:2].[Na+].[N+](C1C=CC(O[C:16](Cl)=[O:17])=CC=1)([O-])=O.[CH2:19]([N:26]1[CH2:31][CH2:30][C:29](N)([C:32]2[CH:37]=[CH:36][CH:35]=[CH:34][CH:33]=2)[CH2:28][CH2:27]1)[C:20]1[CH:25]=[CH:24][CH:23]=[CH:22][CH:21]=1.[CH2:39](N(CC)CC)[CH3:40].C(#[N:48])C, predict the reaction product. The product is: [C:1]([O:2][NH:48][C:16]([C:29]1([C:32]2[CH:37]=[CH:36][CH:35]=[CH:34][CH:33]=2)[CH2:30][CH2:31][N:26]([CH2:19][C:20]2[CH:25]=[CH:24][CH:23]=[CH:22][CH:21]=2)[CH2:27][CH2:28]1)=[O:17])(=[O:4])[CH2:39][CH3:40]. (4) The product is: [C:1]1([S:7]([N:10]2[C:14]3=[N:15][CH:16]=[C:17]([N+:20]([O-:22])=[O:21])[C:18]([NH:23][CH:24]4[CH2:29][CH2:28][N:27]([CH2:30][CH2:31][C:32]#[N:33])[CH2:26][CH2:25]4)=[C:13]3[CH:12]=[CH:11]2)(=[O:9])=[O:8])[CH:6]=[CH:5][CH:4]=[CH:3][CH:2]=1. Given the reactants [C:1]1([S:7]([N:10]2[C:14]3=[N:15][CH:16]=[C:17]([N+:20]([O-:22])=[O:21])[C:18](Cl)=[C:13]3[CH:12]=[CH:11]2)(=[O:9])=[O:8])[CH:6]=[CH:5][CH:4]=[CH:3][CH:2]=1.[NH2:23][CH:24]1[CH2:29][CH2:28][N:27]([CH2:30][CH2:31][C:32]#[N:33])[CH2:26][CH2:25]1.C(N(C(C)C)CC)(C)C, predict the reaction product. (5) Given the reactants [C:1]1([NH2:8])[CH:6]=[CH:5][CH:4]=[CH:3][C:2]=1[NH2:7].CO[C:11](=N)[C:12]([Cl:15])([Cl:14])[Cl:13], predict the reaction product. The product is: [Cl:13][C:12]([Cl:15])([Cl:14])[C:11]1[NH:8][C:1]2[CH:6]=[CH:5][CH:4]=[CH:3][C:2]=2[N:7]=1. (6) Given the reactants FC(F)(F)C(O)=O.[CH2:8]([C:10]1[N:11]([CH2:24][CH2:25][O:26][CH2:27][CH2:28][NH:29]C(=O)OC(C)(C)C)[C:12]2[C:17]([CH3:18])=[C:16]([CH3:19])[N:15]3[N:20]=[N:21][N:22]=[C:14]3[C:13]=2[N:23]=1)[CH3:9], predict the reaction product. The product is: [CH2:8]([C:10]1[N:11]([CH2:24][CH2:25][O:26][CH2:27][CH2:28][NH2:29])[C:12]2[C:17]([CH3:18])=[C:16]([CH3:19])[N:15]3[N:20]=[N:21][N:22]=[C:14]3[C:13]=2[N:23]=1)[CH3:9]. (7) Given the reactants C(OC(=O)[NH:7][C:8]1[CH:13]=[C:12]([C:14]([F:17])([F:16])[F:15])[C:11]([Cl:18])=[CH:10][C:9]=1[NH:19][C:20](=[O:37])[CH2:21][C:22]([C:24]1[CH:29]=[CH:28][CH:27]=[C:26]([C:30]2[CH:35]=[CH:34][N:33]=[C:32]([CH3:36])[CH:31]=2)[CH:25]=1)=O)(C)(C)C.C(O)(C(F)(F)F)=O, predict the reaction product. The product is: [Cl:18][C:11]1[C:12]([C:14]([F:17])([F:16])[F:15])=[CH:13][C:8]2[N:7]=[C:22]([C:24]3[CH:29]=[CH:28][CH:27]=[C:26]([C:30]4[CH:35]=[CH:34][N:33]=[C:32]([CH3:36])[CH:31]=4)[CH:25]=3)[CH2:21][C:20](=[O:37])[NH:19][C:9]=2[CH:10]=1.